Regression/Classification. Given a drug SMILES string, predict its absorption, distribution, metabolism, or excretion properties. Task type varies by dataset: regression for continuous measurements (e.g., permeability, clearance, half-life) or binary classification for categorical outcomes (e.g., BBB penetration, CYP inhibition). Dataset: cyp2d6_veith. From a dataset of CYP2D6 inhibition data for predicting drug metabolism from PubChem BioAssay. (1) The compound is Cc1ccc(C2CC(C(F)(F)F)n3nc(C(=O)NCCN4CCOCC4)cc3N2)cc1. The result is 0 (non-inhibitor). (2) The molecule is O=C1CCc2cc(OCCCCc3nnnn3C3CCCCC3)ccc2N1. The result is 0 (non-inhibitor). (3) The molecule is O=C(N/N=C/c1c[nH]c2ccc(Br)cc12)c1ccn(Cc2ccc(Cl)cc2)n1. The result is 1 (inhibitor).